This data is from Full USPTO retrosynthesis dataset with 1.9M reactions from patents (1976-2016). The task is: Predict the reactants needed to synthesize the given product. (1) Given the product [O:4]1[C:8]2=[C:9]([N:13]3[CH2:18][CH2:17][N:16]([CH2:19][CH2:20][C@H:21]4[CH2:26][CH2:25][C@H:24]([NH:27][C:39](=[O:40])[C:38]5[CH:42]=[CH:43][C:35]([N:32]6[CH2:31][CH2:30][S:29](=[O:44])(=[O:28])[CH2:34][CH2:33]6)=[CH:36][CH:37]=5)[CH2:23][CH2:22]4)[CH2:15][CH2:14]3)[N:10]=[CH:11][CH:12]=[C:7]2[CH2:6][CH2:5]1, predict the reactants needed to synthesize it. The reactants are: Cl.Cl.Cl.[O:4]1[C:8]2=[C:9]([N:13]3[CH2:18][CH2:17][N:16]([CH2:19][CH2:20][C@H:21]4[CH2:26][CH2:25][C@H:24]([NH2:27])[CH2:23][CH2:22]4)[CH2:15][CH2:14]3)[N:10]=[CH:11][CH:12]=[C:7]2[CH2:6][CH2:5]1.[O:28]=[S:29]1(=[O:44])[CH2:34][CH2:33][N:32]([C:35]2[CH:43]=[CH:42][C:38]([C:39](O)=[O:40])=[CH:37][CH:36]=2)[CH2:31][CH2:30]1. (2) Given the product [N:12]1([C:18]2[CH:19]=[C:20]([NH:24][C:9]([C:7]3[O:8][C:4]([N+:1]([O-:3])=[O:2])=[CH:5][CH:6]=3)=[O:10])[CH:21]=[CH:22][CH:23]=2)[CH2:13][CH2:14][O:15][CH2:16][CH2:17]1, predict the reactants needed to synthesize it. The reactants are: [N+:1]([C:4]1[O:8][C:7]([C:9](Cl)=[O:10])=[CH:6][CH:5]=1)([O-:3])=[O:2].[N:12]1([C:18]2[CH:19]=[C:20]([NH2:24])[CH:21]=[CH:22][CH:23]=2)[CH2:17][CH2:16][O:15][CH2:14][CH2:13]1.CCN(CC)CC. (3) Given the product [F:6][C:7]1[CH:8]=[C:9]([CH:34]=[CH:35][C:36]=1[N:37]1[CH2:42][CH2:41][O:40][CH2:39][CH2:38]1)[CH2:10][N:11]1[CH2:16][CH2:15][CH2:14]/[C:13](=[CH:18]\[C:19]2[CH:24]=[CH:23][C:22]([N:25]3[CH:29]=[C:28]([CH3:30])[N:27]=[CH:26]3)=[C:21]([O:31][CH3:32])[CH:20]=2)/[C:12]1=[O:33], predict the reactants needed to synthesize it. The reactants are: CN(C=O)C.[F:6][C:7]1[CH:8]=[C:9]([CH:34]=[CH:35][C:36]=1[N:37]1[CH2:42][CH2:41][O:40][CH2:39][CH2:38]1)[CH2:10][NH:11][C:12](=[O:33])/[C:13](=[CH:18]/[C:19]1[CH:24]=[CH:23][C:22]([N:25]2[CH:29]=[C:28]([CH3:30])[N:27]=[CH:26]2)=[C:21]([O:31][CH3:32])[CH:20]=1)/[CH2:14][CH2:15][CH2:16]Cl.[H-].[Na+].O. (4) Given the product [Cl:1][C:2]1[CH:16]=[CH:15][C:5]([O:6][CH:7]([CH2:13][CH2:14][CH3:33])[C:8]([O:10][CH2:11][CH3:12])=[O:9])=[C:4]([C:17]#[C:18][C:19]2[CH:24]=[C:23]([S:25]([CH2:28][CH2:29][CH3:30])(=[O:27])=[O:26])[CH:22]=[CH:21][C:20]=2[CH3:31])[CH:3]=1, predict the reactants needed to synthesize it. The reactants are: [Cl:1][C:2]1[CH:16]=[CH:15][C:5]([O:6][CH:7]([CH2:13][CH3:14])[C:8]([O:10][CH2:11][CH3:12])=[O:9])=[C:4]([C:17]#[C:18][C:19]2[CH:24]=[C:23]([S:25]([CH2:28][CH2:29][CH3:30])(=[O:27])=[O:26])[CH:22]=[CH:21][C:20]=2[CH3:31])[CH:3]=1.Cl[C:33]1C=CC(O)=C(C#CC2C=C(S(CCC)(=O)=O)C=CC=2C)C=1.BrC(CCC)C(OCC)=O. (5) Given the product [C:26]([Si:23]([CH3:24])([CH3:25])[O:22][CH2:21][C:20]([N:12]1[C:13]2[C:18]([F:19])=[CH:17][N:16]=[CH:15][C:14]=2[C:10]([C:8]([C:4]2[CH:3]=[C:2]([NH:1][C:41](=[O:42])[CH2:40][N:37]3[CH:38]=[CH:39][C:35]([CH:32]4[CH2:33][CH2:34]4)=[N:36]3)[CH:7]=[N:6][CH:5]=2)=[O:9])=[CH:11]1)([CH3:31])[CH3:30])([CH3:29])([CH3:28])[CH3:27], predict the reactants needed to synthesize it. The reactants are: [NH2:1][C:2]1[CH:3]=[C:4]([C:8]([C:10]2[C:14]3[CH:15]=[N:16][CH:17]=[C:18]([F:19])[C:13]=3[N:12]([C:20]([CH3:31])([CH3:30])[CH2:21][O:22][Si:23]([C:26]([CH3:29])([CH3:28])[CH3:27])([CH3:25])[CH3:24])[CH:11]=2)=[O:9])[CH:5]=[N:6][CH:7]=1.[CH:32]1([C:35]2[CH:39]=[CH:38][N:37]([CH2:40][C:41](O)=[O:42])[N:36]=2)[CH2:34][CH2:33]1.CCN(C(C)C)C(C)C.C(P1(=O)OP(CCC)(=O)OP(CCC)(=O)O1)CC. (6) The reactants are: C[O:2][C:3]1[C:7]([CH2:8][NH2:9])=[C:6]([CH3:10])[N:5]([CH3:11])[N:4]=1.[ClH:12]. Given the product [NH2:9][CH2:8][C:7]1[C:3](=[O:2])[NH:4][N:5]([CH3:11])[C:6]=1[CH3:10].[ClH:12], predict the reactants needed to synthesize it. (7) The reactants are: [OH-].[Na+].C[O:4][C:5]([C:7]1[C:16]2[C:11](=[CH:12][C:13]([O:22][CH3:23])=[C:14]3[O:19][C:18]([CH3:21])([CH3:20])[CH2:17][C:15]3=2)[CH2:10][C:9]([CH3:25])([CH3:24])[N:8]=1)=[O:6].[ClH:26]. Given the product [ClH:26].[CH3:23][O:22][C:13]1[CH:12]=[C:11]2[C:16](=[C:15]3[CH2:17][C:18]([CH3:21])([CH3:20])[O:19][C:14]=13)[C:7]([C:5]([OH:6])=[O:4])=[N:8][C:9]([CH3:25])([CH3:24])[CH2:10]2, predict the reactants needed to synthesize it. (8) Given the product [CH3:1][C:2]1([CH3:29])[O:3][CH2:4][CH:5]([CH2:8][O:9][C:10]2[C:15]([CH3:16])=[CH:14][N:13]=[C:12]([CH2:17][S@@:18]([C:19]3[NH:20][C:21]4[CH:27]=[CH:26][CH:25]=[CH:24][C:22]=4[N:23]=3)=[O:52])[C:11]=2[CH3:28])[CH2:6][O:7]1, predict the reactants needed to synthesize it. The reactants are: [CH3:1][C:2]1([CH3:29])[O:7][CH2:6][CH:5]([CH2:8][O:9][C:10]2[C:15]([CH3:16])=[CH:14][N:13]=[C:12]([CH2:17][S:18][C:19]3[NH:23][C:22]4[CH:24]=[CH:25][CH:26]=[CH:27][C:21]=4[N:20]=3)[C:11]=2[CH3:28])[CH2:4][O:3]1.O.C(N(CC)C(C)C)(C)C.[O-]O.C1(C(C)C)C=CC=CC=1.C(=O)([O-])[OH:52].[Na+]. (9) Given the product [CH:11]1([C:10]2[CH:9]=[CH:8][C:4]([C:5]([OH:7])=[O:6])=[CH:3][C:2]=2[CH:21]=[O:22])[CH2:13][CH2:12]1, predict the reactants needed to synthesize it. The reactants are: Br[C:2]1[CH:3]=[C:4]([CH:8]=[CH:9][C:10]=1[CH:11]1[CH2:13][CH2:12]1)[C:5]([OH:7])=[O:6].[Li]CCCC.CN(C)[CH:21]=[O:22]. (10) Given the product [OH:8][C:9]1[CH:18]=[C:17]2[C:12]([C:13](=[O:19])[NH:14][CH:15]=[N:16]2)=[C:11]([O:20][CH:21]([CH3:23])[CH3:22])[CH:10]=1, predict the reactants needed to synthesize it. The reactants are: C([O:8][C:9]1[CH:18]=[C:17]2[C:12]([C:13](=[O:19])[NH:14][CH:15]=[N:16]2)=[C:11]([O:20][CH:21]([CH3:23])[CH3:22])[CH:10]=1)C1C=CC=CC=1.C([O-])=O.[NH4+].